Predict the reactants needed to synthesize the given product. From a dataset of Full USPTO retrosynthesis dataset with 1.9M reactions from patents (1976-2016). (1) Given the product [Cl:1][C:2]1[CH:7]=[CH:6][C:5]([C:8]2[C:13]([C:14]3[CH:19]=[CH:18][N:17]=[CH:16][C:15]=3[Cl:20])=[N:12][C:11]([N:21]3[CH2:22][CH2:23][N:24]([CH2:27][CH:28]([CH3:31])[CH3:29])[CH2:25][CH2:26]3)=[CH:10][N:9]=2)=[CH:4][CH:3]=1, predict the reactants needed to synthesize it. The reactants are: [Cl:1][C:2]1[CH:7]=[CH:6][C:5]([C:8]2[C:13]([C:14]3[CH:19]=[CH:18][N:17]=[CH:16][C:15]=3[Cl:20])=[N:12][C:11]([N:21]3[CH2:26][CH2:25][NH:24][CH2:23][CH2:22]3)=[CH:10][N:9]=2)=[CH:4][CH:3]=1.[CH3:27][CH:28]([CH3:31])[CH:29]=O.[BH-](OC(C)=O)(OC(C)=O)OC(C)=O.[Na+]. (2) Given the product [CH2:8]([NH:15][CH2:28][CH2:29][C:30]1[N:31]([C@@H:36]2[CH2:45][C:44]3[C:39](=[C:40]([F:47])[CH:41]=[C:42]([F:46])[CH:43]=3)[O:38][CH2:37]2)[C:32](=[S:35])[NH:33][CH:34]=1)[C:9]1[CH:14]=[CH:13][CH:12]=[CH:11][CH:10]=1, predict the reactants needed to synthesize it. The reactants are: [OH-].[K+].SCC(O)=O.[CH2:8]([N:15]([CH2:28][CH2:29][C:30]1[N:31]([C@@H:36]2[CH2:45][C:44]3[C:39](=[C:40]([F:47])[CH:41]=[C:42]([F:46])[CH:43]=3)[O:38][CH2:37]2)[C:32](=[S:35])[NH:33][CH:34]=1)S(C1C=CC=CC=1[N+]([O-])=O)(=O)=O)[C:9]1[CH:14]=[CH:13][CH:12]=[CH:11][CH:10]=1.CO. (3) Given the product [CH:13]([N:16]1[CH2:21][CH2:20][N:19]([C:2]2[CH:9]=[CH:8][C:7]([N+:10]([O-:12])=[O:11])=[CH:6][C:3]=2[C:4]#[N:5])[CH2:18][CH2:17]1)([CH3:15])[CH3:14], predict the reactants needed to synthesize it. The reactants are: F[C:2]1[CH:9]=[CH:8][C:7]([N+:10]([O-:12])=[O:11])=[CH:6][C:3]=1[C:4]#[N:5].[CH:13]([N:16]1[CH2:21][CH2:20][NH:19][CH2:18][CH2:17]1)([CH3:15])[CH3:14].C([O-])([O-])=O.[K+].[K+]. (4) Given the product [CH:1]1[C:10]2[C:5](=[CH:6][CH:7]=[CH:8][CH:9]=2)[CH:4]=[CH:3][C:2]=1[CH2:11][NH2:13], predict the reactants needed to synthesize it. The reactants are: [CH:1]1[C:10]2[C:5](=[CH:6][CH:7]=[CH:8][CH:9]=2)[CH:4]=[CH:3][C:2]=1[C:11]([NH2:13])=O.[H-].[Al+3].[Li+].[H-].[H-].[H-].C(OCC)(=O)C.S([O-])([O-])(=O)=O.[Na+].[Na+]. (5) Given the product [O:22]1[C:23]2[CH:29]=[CH:28][CH:27]=[CH:26][C:24]=2[N:25]=[C:21]1[N:18]1[C:19]2[C:14](=[CH:13][CH:12]=[C:11]([Br:10])[CH:20]=2)[N:15]([C:34]([CH:31]2[CH2:33][CH2:32]2)=[O:35])[C@@H:16]([CH3:30])[CH2:17]1, predict the reactants needed to synthesize it. The reactants are: C(N(CC)C(C)C)(C)C.[Br:10][C:11]1[CH:20]=[C:19]2[C:14]([NH:15][C@@H:16]([CH3:30])[CH2:17][N:18]2[C:21]2[O:22][C:23]3[CH:29]=[CH:28][CH:27]=[CH:26][C:24]=3[N:25]=2)=[CH:13][CH:12]=1.[CH:31]1([C:34](Cl)=[O:35])[CH2:33][CH2:32]1.